Dataset: NCI-60 drug combinations with 297,098 pairs across 59 cell lines. Task: Regression. Given two drug SMILES strings and cell line genomic features, predict the synergy score measuring deviation from expected non-interaction effect. (1) Drug 1: CN1C(=O)N2C=NC(=C2N=N1)C(=O)N. Drug 2: CC1=C2C(C(=O)C3(C(CC4C(C3C(C(C2(C)C)(CC1OC(=O)C(C(C5=CC=CC=C5)NC(=O)OC(C)(C)C)O)O)OC(=O)C6=CC=CC=C6)(CO4)OC(=O)C)O)C)O. Cell line: COLO 205. Synergy scores: CSS=4.75, Synergy_ZIP=-1.77, Synergy_Bliss=-1.49, Synergy_Loewe=-1.32, Synergy_HSA=-1.03. (2) Drug 1: CC1C(C(=O)NC(C(=O)N2CCCC2C(=O)N(CC(=O)N(C(C(=O)O1)C(C)C)C)C)C(C)C)NC(=O)C3=C4C(=C(C=C3)C)OC5=C(C(=O)C(=C(C5=N4)C(=O)NC6C(OC(=O)C(N(C(=O)CN(C(=O)C7CCCN7C(=O)C(NC6=O)C(C)C)C)C)C(C)C)C)N)C. Drug 2: COC1=NC(=NC2=C1N=CN2C3C(C(C(O3)CO)O)O)N. Cell line: SF-295. Synergy scores: CSS=16.9, Synergy_ZIP=-0.0225, Synergy_Bliss=9.70, Synergy_Loewe=-3.11, Synergy_HSA=-0.117. (3) Drug 1: CC1=C(C=C(C=C1)NC2=NC=CC(=N2)N(C)C3=CC4=NN(C(=C4C=C3)C)C)S(=O)(=O)N.Cl. Drug 2: CC1C(C(CC(O1)OC2CC(CC3=C2C(=C4C(=C3O)C(=O)C5=C(C4=O)C(=CC=C5)OC)O)(C(=O)C)O)N)O.Cl. Cell line: LOX IMVI. Synergy scores: CSS=30.5, Synergy_ZIP=-6.59, Synergy_Bliss=0.214, Synergy_Loewe=-26.9, Synergy_HSA=2.74. (4) Drug 1: C1=C(C(=O)NC(=O)N1)N(CCCl)CCCl. Drug 2: CC1=C(C=C(C=C1)C(=O)NC2=CC(=CC(=C2)C(F)(F)F)N3C=C(N=C3)C)NC4=NC=CC(=N4)C5=CN=CC=C5. Cell line: NCIH23. Synergy scores: CSS=9.91, Synergy_ZIP=2.71, Synergy_Bliss=3.79, Synergy_Loewe=1.68, Synergy_HSA=2.58.